Dataset: CYP2D6 inhibition data for predicting drug metabolism from PubChem BioAssay. Task: Regression/Classification. Given a drug SMILES string, predict its absorption, distribution, metabolism, or excretion properties. Task type varies by dataset: regression for continuous measurements (e.g., permeability, clearance, half-life) or binary classification for categorical outcomes (e.g., BBB penetration, CYP inhibition). Dataset: cyp2d6_veith. (1) The compound is Cc1ccc(N2CC(C(=O)Nc3cc(C)on3)CC2=O)cc1. The result is 0 (non-inhibitor). (2) The drug is Cc1cnc(CNc2ccnc(-c3c(C)noc3C)n2)cn1. The result is 0 (non-inhibitor). (3) The result is 0 (non-inhibitor). The drug is CCOC(=O)c1c(NC(=O)c2c(N)n(CCCOC)c3nc4ccccc4nc23)sc2c1CCCC2.